Dataset: Retrosynthesis with 50K atom-mapped reactions and 10 reaction types from USPTO. Task: Predict the reactants needed to synthesize the given product. (1) Given the product O=C1Nc2cccnc2N(C(=O)NCCN2CCC(CNCC3CCCCC3)C2)c2ccccc21, predict the reactants needed to synthesize it. The reactants are: NCCN1CCC(CNCC2CCCCC2)C1.O=C1Nc2cccnc2N(C(=O)Cl)c2ccccc21. (2) Given the product CC(C)(C)OC(=O)NC1CCCN(c2ccc(C(=O)c3ccccc3)cc2NC(=O)c2nc(Br)cnc2N)C1, predict the reactants needed to synthesize it. The reactants are: CC(C)(C)OC(=O)NC1CCCN(c2ccc(C(=O)c3ccccc3)cc2N)C1.Nc1ncc(Br)nc1C(=O)O.